This data is from Full USPTO retrosynthesis dataset with 1.9M reactions from patents (1976-2016). The task is: Predict the reactants needed to synthesize the given product. Given the product [N:9]1([C:7]([C:4]2[CH:3]=[C:2]([N:19]3[CH:23]=[CH:22][CH:21]=[N:20]3)[S:6][CH:5]=2)=[O:8])[CH:18]2[CH:13]([CH2:14][CH2:15][CH2:16][CH2:17]2)[CH2:12][CH2:11][CH2:10]1, predict the reactants needed to synthesize it. The reactants are: Br[C:2]1[S:6][CH:5]=[C:4]([C:7]([N:9]2[C@@H:18]3[C@@H:13]([CH2:14][CH2:15][CH2:16][CH2:17]3)[CH2:12][CH2:11][CH2:10]2)=[O:8])[CH:3]=1.[NH:19]1[CH:23]=[CH:22][CH:21]=[N:20]1.C(=O)([O-])[O-].[K+].[K+].